Dataset: Catalyst prediction with 721,799 reactions and 888 catalyst types from USPTO. Task: Predict which catalyst facilitates the given reaction. (1) The catalyst class is: 84. Product: [CH:1]1([C:4]2[CH:9]=[C:8]([CH:10]=[O:11])[C:7]([O:12][CH2:21][CH3:22])=[CH:6][C:5]=2[C:13]2[CH:14]=[CH:15][C:16]([F:19])=[CH:17][CH:18]=2)[CH2:2][CH2:3]1. Reactant: [CH:1]1([C:4]2[CH:9]=[C:8]([CH:10]=[O:11])[C:7]([OH:12])=[CH:6][C:5]=2[C:13]2[CH:18]=[CH:17][C:16]([F:19])=[CH:15][CH:14]=2)[CH2:3][CH2:2]1.I[CH2:21][CH3:22].C(=O)([O-])[O-].[K+].[K+].CN(C=O)C. (2) Reactant: [C:1]([C:4]1[C:9]([C:10]2[CH:15]=[CH:14][CH:13]=[CH:12][CH:11]=2)=[N:8][N:7]([CH2:16][CH3:17])[C:6](=[O:18])[C:5]=1[N+:19]([O-])=O)(=[O:3])[CH3:2].N[C:23]1[CH:28]=[CH:27][C:26]([N+:29]([O-:31])=[O:30])=[CH:25][N:24]=1. Product: [C:1]([C:4]1[C:9]([C:10]2[CH:11]=[CH:12][CH:13]=[CH:14][CH:15]=2)=[N:8][N:7]([CH2:16][CH3:17])[C:6](=[O:18])[C:5]=1[NH:19][C:23]1[CH:28]=[CH:27][C:26]([N+:29]([O-:31])=[O:30])=[CH:25][N:24]=1)(=[O:3])[CH3:2]. The catalyst class is: 8. (3) Reactant: [CH3:1][O:2][C:3]1[CH:8]=[CH:7][C:6]([NH:9][C:10]([C:12]2[C:20]3[C:19]4[CH:21]=[C:22]([NH2:25])[CH:23]=[CH:24][C:18]=4[O:17][C:16]=3[C:15]([O:26][CH3:27])=[CH:14][CH:13]=2)=[O:11])=[CH:5][CH:4]=1.[C:28](Cl)(=[O:30])[CH3:29].N1C=CC=CC=1. Product: [CH3:1][O:2][C:3]1[CH:8]=[CH:7][C:6]([NH:9][C:10]([C:12]2[C:20]3[C:19]4[CH:21]=[C:22]([NH:25][C:28](=[O:30])[CH3:29])[CH:23]=[CH:24][C:18]=4[O:17][C:16]=3[C:15]([O:26][CH3:27])=[CH:14][CH:13]=2)=[O:11])=[CH:5][CH:4]=1. The catalyst class is: 1.